This data is from Full USPTO retrosynthesis dataset with 1.9M reactions from patents (1976-2016). The task is: Predict the reactants needed to synthesize the given product. (1) The reactants are: [CH:1](=[N:8]/[C:9]1[CH:17]=[CH:16][CH:15]=[C:14]2[C:10]=1[CH2:11][O:12][C:13]2=[O:18])\[C:2]1[CH:7]=[CH:6][CH:5]=[CH:4][CH:3]=1.[CH3:19][N:20]1[CH:24]=[CH:23][N:22]=[C:21]1[CH:25]=O.[O-:27][CH2:28][CH3:29].[Na+].C(O)C. Given the product [CH3:19][N:20]1[CH:24]=[CH:23][N:22]=[C:21]1[CH:25]1[C:28](=[O:27])[C:29]2[C:14]([C:13]([O:12][CH2:11][CH3:10])=[O:18])=[CH:15][CH:16]=[CH:17][C:9]=2[NH:8][CH:1]1[C:2]1[CH:3]=[CH:4][CH:5]=[CH:6][CH:7]=1, predict the reactants needed to synthesize it. (2) Given the product [F:8][C:4](=[C:5]([F:7])[F:6])[CH2:3][CH2:2][S:15][C:16]1[O:17][CH:18]=[CH:19][N:20]=1, predict the reactants needed to synthesize it. The reactants are: Br[CH2:2][CH2:3][C:4]([F:8])=[C:5]([F:7])[F:6].C(=O)([O-])[O-].[K+].[K+].[SH:15][C:16]1[O:17][CH:18]=[CH:19][N:20]=1. (3) Given the product [OH:1][C:2]1[CH:9]=[C:8]([O:10][CH2:17][O:18][CH3:19])[CH:7]=[CH:6][C:3]=1[CH:4]=[O:5], predict the reactants needed to synthesize it. The reactants are: [OH:1][C:2]1[CH:9]=[C:8]([OH:10])[CH:7]=[CH:6][C:3]=1[CH:4]=[O:5].C(=O)([O-])[O-].[Cs+].[Cs+].[CH3:17][O:18][CH2:19]Cl.O. (4) Given the product [CH3:6][CH:2]1[C:3](=[O:4])[C:18]2=[CH:17][C:16]3[CH2:15][CH2:14][CH2:13][CH2:12][C:21]=3[CH:20]=[C:19]2[CH2:7]1, predict the reactants needed to synthesize it. The reactants are: Br[C:2]([CH3:7])([CH3:6])[C:3](Br)=[O:4].[Al+3].[Cl-].[Cl-].[Cl-].[CH2:12]1[C:21]2[C:16](=[CH:17][CH:18]=[CH:19][CH:20]=2)[CH2:15][CH2:14][CH2:13]1.